Regression. Given two drug SMILES strings and cell line genomic features, predict the synergy score measuring deviation from expected non-interaction effect. From a dataset of NCI-60 drug combinations with 297,098 pairs across 59 cell lines. (1) Drug 1: CS(=O)(=O)OCCCCOS(=O)(=O)C. Drug 2: COCCOC1=C(C=C2C(=C1)C(=NC=N2)NC3=CC=CC(=C3)C#C)OCCOC.Cl. Cell line: SNB-19. Synergy scores: CSS=12.6, Synergy_ZIP=-2.93, Synergy_Bliss=1.11, Synergy_Loewe=-2.06, Synergy_HSA=-1.09. (2) Drug 1: C1=CC(=CC=C1CCC2=CNC3=C2C(=O)NC(=N3)N)C(=O)NC(CCC(=O)O)C(=O)O. Drug 2: C1=NC2=C(N=C(N=C2N1C3C(C(C(O3)CO)O)F)Cl)N. Cell line: CCRF-CEM. Synergy scores: CSS=79.2, Synergy_ZIP=1.26, Synergy_Bliss=0.654, Synergy_Loewe=-1.46, Synergy_HSA=2.12. (3) Drug 2: CCC(=C(C1=CC=CC=C1)C2=CC=C(C=C2)OCCN(C)C)C3=CC=CC=C3.C(C(=O)O)C(CC(=O)O)(C(=O)O)O. Synergy scores: CSS=19.0, Synergy_ZIP=1.22, Synergy_Bliss=5.36, Synergy_Loewe=6.84, Synergy_HSA=6.87. Drug 1: C1CN1P(=S)(N2CC2)N3CC3. Cell line: SNB-19. (4) Drug 1: CN(C(=O)NC(C=O)C(C(C(CO)O)O)O)N=O. Drug 2: CC1C(C(CC(O1)OC2CC(CC3=C2C(=C4C(=C3O)C(=O)C5=C(C4=O)C(=CC=C5)OC)O)(C(=O)CO)O)N)O.Cl. Cell line: BT-549. Synergy scores: CSS=50.5, Synergy_ZIP=-2.24, Synergy_Bliss=-2.52, Synergy_Loewe=-9.06, Synergy_HSA=-0.545.